This data is from Full USPTO retrosynthesis dataset with 1.9M reactions from patents (1976-2016). The task is: Predict the reactants needed to synthesize the given product. The reactants are: [CH:1]1([CH2:4][N:5]2[C:10](=[O:11])[C:9]([CH2:12][N:13]3[CH2:18][CH2:17][N:16]([CH3:19])[CH2:15][CH2:14]3)=[CH:8][C:7]([C:20]3[CH:21]=[CH:22][C:23]4[O:27][CH2:26][CH2:25][C:24]=4[CH:28]=3)=[N:6]2)[CH2:3][CH2:2]1.[Cl:29][C:30]1[CH:60]=[CH:59]C(C=CCN2C(=O)C(COS(C)(=O)=O)=CC(C3C=CC4OCCC=4C=3)=N2)=[CH:32][CH:31]=1. Given the product [Cl:29][C:30]1[CH:60]=[CH:59][C:3]([CH:2]=[CH:1][CH2:4][N:5]2[C:10](=[O:11])[C:9]([CH2:12][N:13]3[CH2:18][CH2:17][N:16]([CH3:19])[CH2:15][CH2:14]3)=[CH:8][C:7]([C:20]3[CH:21]=[CH:22][C:23]4[O:27][CH2:26][CH2:25][C:24]=4[CH:28]=3)=[N:6]2)=[CH:32][CH:31]=1, predict the reactants needed to synthesize it.